Dataset: Forward reaction prediction with 1.9M reactions from USPTO patents (1976-2016). Task: Predict the product of the given reaction. (1) Given the reactants II.[C:3]([O:8][C@@H:9]1[C@@H:17]([CH2:18][CH2:19]I)[C:16](=[O:21])[O:15][CH2:14][C@H:13]([NH:22][C:23]([O:25][C:26]([CH3:29])([CH3:28])[CH3:27])=[O:24])[C:12](=[O:30])[O:11][C@H:10]1[CH3:31])(=[O:7])[CH:4]([CH3:6])[CH3:5].F[C:33]1[CH:38]=[CH:37][C:36](I)=[CH:35][CH:34]=1, predict the reaction product. The product is: [C:3]([O:8][C@@H:9]1[C@@H:17]([CH2:18][CH2:19][C:33]2[CH:38]=[CH:37][CH:36]=[CH:35][CH:34]=2)[C:16](=[O:21])[O:15][CH2:14][C@H:13]([NH:22][C:23]([O:25][C:26]([CH3:29])([CH3:28])[CH3:27])=[O:24])[C:12](=[O:30])[O:11][C@H:10]1[CH3:31])(=[O:7])[CH:4]([CH3:6])[CH3:5]. (2) Given the reactants [CH3:1][C:2]1[C:11](=[O:12])[C:10]2[C:5](=[CH:6][CH:7]=[CH:8][CH:9]=2)[NH:4][C:3]=1[CH2:13][O:14][C:15]1[CH:23]=[CH:22][C:18]([C:19]([OH:21])=O)=[C:17]([O:24][CH2:25][CH:26]2[CH2:31][CH2:30][O:29][CH2:28][CH2:27]2)[CH:16]=1.O.ON1C2C=CC=CC=2N=N1.Cl.C(N=C=NCCCN(C)C)C.[NH:55]1[CH2:60][CH2:59][O:58][CH2:57][CH2:56]1, predict the reaction product. The product is: [CH3:1][C:2]1[C:11](=[O:12])[C:10]2[C:5](=[CH:6][CH:7]=[CH:8][CH:9]=2)[NH:4][C:3]=1[CH2:13][O:14][C:15]1[CH:23]=[CH:22][C:18]([C:19]([N:55]2[CH2:60][CH2:59][O:58][CH2:57][CH2:56]2)=[O:21])=[C:17]([O:24][CH2:25][CH:26]2[CH2:31][CH2:30][O:29][CH2:28][CH2:27]2)[CH:16]=1. (3) The product is: [CH3:14][C:9]1([CH3:15])[CH2:10][C:11](=[O:12])[NH:1][C:2]2[CH:7]=[CH:6][CH:5]=[CH:4][C:3]=2[NH:8]1. Given the reactants [NH2:1][C:2]1[CH:7]=[CH:6][CH:5]=[CH:4][C:3]=1[NH:8][C:9]([CH3:15])([CH3:14])[CH2:10][C:11](O)=[O:12].C1C=CC2N(O)N=NC=2C=1.C(Cl)CCl.CN(C=O)C, predict the reaction product. (4) Given the reactants [C:1]([C:5]1[N:13]=[C:12]2[C:8]([N:9]=[CH:10][N:11]2[CH2:14][C:15]2[N:19]([CH:20]3[CH2:22][CH2:21]3)[N:18]=[N:17][N:16]=2)=[C:7](Cl)[N:6]=1)([CH3:4])([CH3:3])[CH3:2].CCN(C(C)C)C(C)C.[NH:33]1[CH2:37][CH2:36][C@H:35]([OH:38])[CH2:34]1.C1(C)C=CC=CC=1, predict the reaction product. The product is: [C:1]([C:5]1[N:13]=[C:12]2[C:8]([N:9]=[CH:10][N:11]2[CH2:14][C:15]2[N:19]([CH:20]3[CH2:22][CH2:21]3)[N:18]=[N:17][N:16]=2)=[C:7]([N:33]2[CH2:37][CH2:36][C@H:35]([OH:38])[CH2:34]2)[N:6]=1)([CH3:4])([CH3:3])[CH3:2].